Dataset: Reaction yield outcomes from USPTO patents with 853,638 reactions. Task: Predict the reaction yield, written as a fraction of the theoretical maximum amount of product (1.0 means a 100% yield; for example, 0.34 means a 34% yield). (1) The catalyst is CN(C)C=O.C(O)C.O1CCCC1. The reactants are [F:1][C:2]1[C:3]([OH:12])=[C:4]([C:9](=[O:11])[CH3:10])[CH:5]=[C:6]([F:8])[CH:7]=1.Br[CH2:14][C:15]([O:17]C)=[O:16].C(=O)([O-])[O-].[K+].[K+].[OH-].[Na+]. The yield is 1.00. The product is [C:9]([C:4]1[CH:5]=[C:6]([F:8])[CH:7]=[C:2]([F:1])[C:3]=1[O:12][CH2:14][C:15]([OH:17])=[O:16])(=[O:11])[CH3:10]. (2) The reactants are [CH3:1][O:2][C:3](=[O:11])[C:4](=[CH2:10])[CH:5]([OH:9])[CH2:6][CH2:7][CH3:8].[C:12](OC(=O)C)(=[O:14])[CH3:13].Cl. The catalyst is CN(C1C=CN=CC=1)C.C1(C)C=CC=CC=1. The product is [CH3:1][O:2][C:3](=[O:11])[C:4](=[CH2:10])[CH:5]([O:9][C:12](=[O:14])[CH3:13])[CH2:6][CH2:7][CH3:8]. The yield is 0.975. (3) The reactants are [C:1]([C:3]1[N:8]=[CH:7][C:6]([S:9]([NH2:12])(=[O:11])=[O:10])=[CH:5][CH:4]=1)#N.[C:13](=O)(O)[O-:14].[Na+].C[OH:19]. The catalyst is Cl.O. The product is [NH2:12][S:9]([C:6]1[CH:5]=[CH:4][C:3]([C:1]([O:14][CH3:13])=[O:19])=[N:8][CH:7]=1)(=[O:11])=[O:10]. The yield is 0.760. (4) The reactants are [Br-:1].[Br-].[Br-].C([N+](CCCC)(CCCC)CCCC)CCC.C([N+](CCCC)(CCCC)CCCC)CCC.C([N+](CCCC)(CCCC)CCCC)CCC.[Cl:55][C:56]1[CH:57]=[C:58]([C:63]([CH3:68])([CH3:67])[C:64](=[O:66])[CH3:65])[CH:59]=[CH:60][C:61]=1[Cl:62]. The catalyst is CO.C(Cl)Cl. The product is [Br:1][CH2:65][C:64](=[O:66])[C:63]([C:58]1[CH:59]=[CH:60][C:61]([Cl:62])=[C:56]([Cl:55])[CH:57]=1)([CH3:68])[CH3:67]. The yield is 0.910. (5) The reactants are [CH:1]1[C:14]2[C:5](=[CH:6][C:7]3[C:12]([C:13]=2[CH2:15][O:16][C:17](=[O:25])[NH:18][CH2:19][CH2:20][O:21][CH2:22][CH2:23][OH:24])=[CH:11][CH:10]=[CH:9][CH:8]=3)[CH:4]=[CH:3][CH:2]=1.[H-].[Na+].C1COCC1.[Cl:33][CH2:34][CH2:35][CH2:36][CH2:37]I. The catalyst is CCCCCCC.C(OCC)(=O)C. The product is [CH:11]1[C:12]2[C:7](=[CH:6][C:5]3[C:14]([C:13]=2[CH2:15][O:16][C:17](=[O:25])[NH:18][CH2:19][CH2:20][O:21][CH2:22][CH2:23][O:24][CH2:37][CH2:36][CH2:35][CH2:34][Cl:33])=[CH:1][CH:2]=[CH:3][CH:4]=3)[CH:8]=[CH:9][CH:10]=1. The yield is 0.320. (6) The reactants are [C:1]([C:3]1[CH:4]=[N:5][C:6]2[C:11]([C:12]=1[OH:13])=[C:10](F)[CH:9]=[C:8]([F:15])[CH:7]=2)#[N:2].[CH3:16][N:17]1[CH2:22][CH2:21][CH:20]([OH:23])[CH2:19][CH2:18]1.CC(C)([O-])C.[K+].C(O)(=O)C. The catalyst is O1CCCC1. The product is [C:1]([C:3]1[CH:4]=[N:5][C:6]2[C:11]([C:12]=1[OH:13])=[C:10]([O:23][CH:20]1[CH2:21][CH2:22][N:17]([CH3:16])[CH2:18][CH2:19]1)[CH:9]=[C:8]([F:15])[CH:7]=2)#[N:2]. The yield is 0.590.